From a dataset of Full USPTO retrosynthesis dataset with 1.9M reactions from patents (1976-2016). Predict the reactants needed to synthesize the given product. (1) Given the product [CH3:16][C:5]([S:7]([CH2:10][CH2:11][C:12]([F:14])([F:15])[F:13])(=[O:9])=[O:8])([CH3:6])[C:4]([OH:17])=[O:3], predict the reactants needed to synthesize it. The reactants are: C([O:3][C:4](=[O:17])[C:5]([CH3:16])([S:7]([CH2:10][CH2:11][C:12]([F:15])([F:14])[F:13])(=[O:9])=[O:8])[CH3:6])C.[Li+].[OH-]. (2) Given the product [Br:23][CH2:24][CH2:25][CH2:26][CH2:27][CH2:28][C:29]1[S:33][C:32]([NH:34][S:19]([C:16]2[CH:17]=[CH:18][C:13]([CH2:1][CH2:2][CH2:3][CH2:4][CH2:5][CH2:6][CH2:7][CH2:8][CH2:9][CH2:10][CH2:11][CH3:12])=[CH:14][CH:15]=2)(=[O:21])=[O:20])=[N:31][N:30]=1, predict the reactants needed to synthesize it. The reactants are: [CH2:1]([C:13]1[CH:18]=[CH:17][C:16]([S:19](Cl)(=[O:21])=[O:20])=[CH:15][CH:14]=1)[CH2:2][CH2:3][CH2:4][CH2:5][CH2:6][CH2:7][CH2:8][CH2:9][CH2:10][CH2:11][CH3:12].[Br:23][CH2:24][CH2:25][CH2:26][CH2:27][CH2:28][C:29]1[S:33][C:32]([NH2:34])=[N:31][N:30]=1.Cl. (3) The reactants are: [N+:1]([C:4]1[CH:9]=[CH:8][C:7]([C:10]2[NH:14][C:13]([C:15]3[CH:20]=[CH:19][C:18]([NH2:21])=[CH:17][CH:16]=3)=[CH:12][N:11]=2)=[CH:6][CH:5]=1)([O-:3])=[O:2].[CH:22]1([C:28](Cl)=[O:29])[CH2:27][CH2:26][CH2:25][CH2:24][CH2:23]1. Given the product [N+:1]([C:4]1[CH:5]=[CH:6][C:7]([C:10]2[NH:14][C:13]([C:15]3[CH:20]=[CH:19][C:18]([NH:21][C:28]([CH:22]4[CH2:27][CH2:26][CH2:25][CH2:24][CH2:23]4)=[O:29])=[CH:17][CH:16]=3)=[CH:12][N:11]=2)=[CH:8][CH:9]=1)([O-:3])=[O:2], predict the reactants needed to synthesize it. (4) Given the product [CH3:8][C:9]1[CH:27]=[CH:26][C:25]([CH3:28])=[CH:24][C:10]=1[O:11][CH2:12][C:13]1[CH:23]=[CH:22][CH:21]=[CH:20][C:14]=1[C:15](=[N:16][O:17][CH3:18])[C:5]#[N:6], predict the reactants needed to synthesize it. The reactants are: CS(C)=O.[C-:5]#[N:6].[Na+].[CH3:8][C:9]1[CH:27]=[CH:26][C:25]([CH3:28])=[CH:24][C:10]=1[O:11][CH2:12][C:13]1[CH:23]=[CH:22][CH:21]=[CH:20][C:14]=1[C:15](Cl)=[N:16][O:17][CH3:18]. (5) Given the product [CH2:43]([O:70][C@H:32]([C@H:41]([C@@H:50]([C@@H:59]([CH2:61][O:62][CH2:63][C:64]1[CH:69]=[CH:68][CH:67]=[CH:66][CH:65]=1)[OH:60])[O:51][CH2:52][C:53]1[CH:54]=[CH:55][CH:56]=[CH:57][CH:58]=1)[O:42][CH2:43][C:44]1[CH:49]=[CH:48][CH:47]=[CH:46][CH:45]=1)[CH2:31][OH:71])[C:44]1[CH:49]=[CH:48][CH:47]=[CH:46][CH:45]=1, predict the reactants needed to synthesize it. The reactants are: [H-].[Al+3].[Li+].[H-].[H-].[H-].S1C2C=CC=CC=2C=C1CC1C=CC(NC(=O)OC(C)(C)C)=C([C@@H:31]2[O:60][C@H:59]([CH2:61][O:62][CH2:63][C:64]3[CH:69]=[CH:68][CH:67]=[CH:66][CH:65]=3)[C@@H:50]([O:51][CH2:52][C:53]3[CH:58]=[CH:57][CH:56]=[CH:55][CH:54]=3)[C@H:41]([O:42][CH2:43][C:44]3[CH:49]=[CH:48][CH:47]=[CH:46][CH:45]=3)[C@H:32]2OCC2C=CC=CC=2)C=1.[OH2:70].[OH-:71].[Na+]. (6) Given the product [Br:7][C:8]1[CH:9]=[C:10]([NH:11][S:3]([CH2:1][CH3:2])(=[O:5])=[O:4])[CH:12]=[CH:13][C:14]=1[O:15][C:16]1[CH:21]=[CH:20][C:19]([F:22])=[CH:18][C:17]=1[F:23], predict the reactants needed to synthesize it. The reactants are: [CH2:1]([S:3](Cl)(=[O:5])=[O:4])[CH3:2].[Br:7][C:8]1[CH:9]=[C:10]([CH:12]=[CH:13][C:14]=1[O:15][C:16]1[CH:21]=[CH:20][C:19]([F:22])=[CH:18][C:17]=1[F:23])[NH2:11].N1C=CC=CC=1.Cl.